Dataset: Catalyst prediction with 721,799 reactions and 888 catalyst types from USPTO. Task: Predict which catalyst facilitates the given reaction. (1) Reactant: [S:1]1[C:5]([C:6]([OH:8])=O)=[CH:4][C:3]2[CH:9]=[CH:10][CH:11]=[CH:12][C:2]1=2.[Cl:13][C:14]1[CH:15]=[C:16]([CH2:21][CH2:22][NH2:23])[CH:17]=[CH:18][C:19]=1[Cl:20].CN(C(ON1N=NC2C=CC=CC1=2)=[N+](C)C)C.[B-](F)(F)(F)F.C(N(CC)C(C)C)(C)C. Product: [Cl:13][C:14]1[CH:15]=[C:16]([CH2:21][CH2:22][NH:23][C:6]([C:5]2[S:1][C:2]3[CH:12]=[CH:11][CH:10]=[CH:9][C:3]=3[CH:4]=2)=[O:8])[CH:17]=[CH:18][C:19]=1[Cl:20]. The catalyst class is: 18. (2) Reactant: [CH2:1]([O:8][C:9]1[CH:14]=[CH:13][C:12]([N:15]2[C:19]([CH3:20])=[CH:18][CH:17]=[C:16]2[C:21]2[CH:26]=[CH:25][C:24]([OH:27])=[CH:23][CH:22]=2)=[CH:11][CH:10]=1)[CH2:2][CH2:3][CH2:4][CH2:5][CH2:6][CH3:7].O[C@@H:29]([CH2:35][C:36]1[CH:41]=[CH:40][CH:39]=[CH:38][CH:37]=1)[C:30]([O:32][CH2:33][CH3:34])=[O:31].C1(P(C2C=CC=CC=2)C2C=CC=CC=2)C=CC=CC=1.N(C(N1CCCCC1)=O)=NC(N1CCCCC1)=O. Product: [CH2:1]([O:8][C:9]1[CH:14]=[CH:13][C:12]([N:15]2[C:19]([CH3:20])=[CH:18][CH:17]=[C:16]2[C:21]2[CH:22]=[CH:23][C:24]([O:27][C@H:29]([CH2:35][C:36]3[CH:37]=[CH:38][CH:39]=[CH:40][CH:41]=3)[C:30]([O:32][CH2:33][CH3:34])=[O:31])=[CH:25][CH:26]=2)=[CH:11][CH:10]=1)[CH2:2][CH2:3][CH2:4][CH2:5][CH2:6][CH3:7]. The catalyst class is: 93. (3) Reactant: [CH3:1][NH2:2].[C:3](=O)([O:37]C1C=CC([N+]([O-])=O)=CC=1)[O:4][CH2:5][CH2:6][C@@:7]1([C:30]2[CH:35]=[CH:34][C:33]([F:36])=[CH:32][CH:31]=2)[O:12][C:11](=[O:13])[N:10]([C@H:14]([C:16]2[CH:21]=[CH:20][C:19]([C:22]3[CH:27]=[CH:26][C:25]([F:28])=[CH:24][C:23]=3[F:29])=[CH:18][CH:17]=2)[CH3:15])[CH2:9][CH2:8]1. Product: [CH3:1][NH:2][C:3](=[O:37])[O:4][CH2:5][CH2:6][C@@:7]1([C:30]2[CH:31]=[CH:32][C:33]([F:36])=[CH:34][CH:35]=2)[O:12][C:11](=[O:13])[N:10]([C@H:14]([C:16]2[CH:17]=[CH:18][C:19]([C:22]3[CH:27]=[CH:26][C:25]([F:28])=[CH:24][C:23]=3[F:29])=[CH:20][CH:21]=2)[CH3:15])[CH2:9][CH2:8]1. The catalyst class is: 1. (4) Reactant: [CH2:1]([C:3]1[NH:4][C:5](=[O:27])[C:6]([CH2:12][C:13]2[CH:18]=[CH:17][C:16]([C:19]3[C:20]([C:25]#[N:26])=[CH:21][CH:22]=[CH:23][CH:24]=3)=[CH:15][CH:14]=2)=[C:7]([CH2:9][CH2:10][CH3:11])[N:8]=1)[CH3:2].[CH2:28]([O:30][C:31]1[CH:36]=[CH:35][C:34](B(O)O)=[CH:33][CH:32]=1)[CH3:29].N1C=CC=CC=1.C(N(CC)CC)C. Product: [CH2:1]([C:3]1[N:4]([C:34]2[CH:35]=[CH:36][C:31]([O:30][CH2:28][CH3:29])=[CH:32][CH:33]=2)[C:5](=[O:27])[C:6]([CH2:12][C:13]2[CH:18]=[CH:17][C:16]([C:19]3[C:20]([C:25]#[N:26])=[CH:21][CH:22]=[CH:23][CH:24]=3)=[CH:15][CH:14]=2)=[C:7]([CH2:9][CH2:10][CH3:11])[N:8]=1)[CH3:2]. The catalyst class is: 651. (5) Reactant: [Cl:1][C:2]1[CH:3]=[C:4]([NH:17][C:18]2[C:27]3[CH2:26][C:25](=[N:28][O:29][CH2:30][CH2:31][N:32](C(OC(C)(C)C)=O)[CH2:33][CH3:34])[CH:24]=[CH:23][C:22]=3[N:21]=[CH:20][N:19]=2)[CH:5]=[CH:6][C:7]=1[O:8][CH2:9][C:10]1[CH:15]=[CH:14][CH:13]=[C:12]([F:16])[CH:11]=1.FC(F)(F)C(O)=O. Product: [Cl:1][C:2]1[CH:3]=[C:4]([NH:17][C:18]2[C:27]3[CH2:26][C:25](=[N:28][O:29][CH2:30][CH2:31][NH:32][CH2:33][CH3:34])[CH:24]=[CH:23][C:22]=3[N:21]=[CH:20][N:19]=2)[CH:5]=[CH:6][C:7]=1[O:8][CH2:9][C:10]1[CH:15]=[CH:14][CH:13]=[C:12]([F:16])[CH:11]=1. The catalyst class is: 22. (6) Reactant: I[C:2]1[S:6][C:5]2[CH:7]=[C:8]3[C:13](=[CH:14][C:4]=2[CH:3]=1)[CH:12]=[CH:11][CH:10]=[CH:9]3.C([O-])([O-])=O.[Cs+].[Cs+]. Product: [C:4]1([CH:3]=[CH:2][C:2]2[S:6][C:5]3[CH:7]=[C:8]4[C:13](=[CH:14][C:4]=3[CH:3]=2)[CH:12]=[CH:11][CH:10]=[CH:9]4)[CH:14]=[CH:13][CH:8]=[CH:7][CH:5]=1. The catalyst class is: 128. (7) Reactant: [F:1][C:2]1[CH:34]=[C:33]([F:35])[CH:32]=[CH:31][C:3]=1[O:4][C:5]1[CH:10]=[CH:9][C:8]([NH:11][S:12]([CH2:15][CH3:16])(=[O:14])=[O:13])=[CH:7][C:6]=1[C:17]1[CH:22]=[C:21]([C:23]#[C:24][Si](C)(C)C)[C:20](=[O:29])[N:19]([CH3:30])[CH:18]=1.C([O-])([O-])=O.[K+].[K+].O. Product: [F:1][C:2]1[CH:34]=[C:33]([F:35])[CH:32]=[CH:31][C:3]=1[O:4][C:5]1[CH:10]=[CH:9][C:8]([NH:11][S:12]([CH2:15][CH3:16])(=[O:13])=[O:14])=[CH:7][C:6]=1[C:17]1[CH:22]=[C:21]([C:23]#[CH:24])[C:20](=[O:29])[N:19]([CH3:30])[CH:18]=1. The catalyst class is: 14.